This data is from Full USPTO retrosynthesis dataset with 1.9M reactions from patents (1976-2016). The task is: Predict the reactants needed to synthesize the given product. Given the product [C:1]([O:4][C@H:5]([CH3:20])[CH2:6][N:7]1[CH2:12][CH2:11][C:10]2[O:13][CH:14]=[C:15]([C:16](=[O:18])[NH:34][C:35]3[C:40]([O:41][CH2:42][CH3:43])=[N:39][C:38]([N:44]4[CH2:49][CH2:48][N:47]([C:50](=[O:52])[CH3:51])[CH2:46][CH2:45]4)=[CH:37][CH:36]=3)[C:9]=2[C:8]1=[O:19])(=[O:3])[CH3:2], predict the reactants needed to synthesize it. The reactants are: [C:1]([O:4][C@H:5]([CH3:20])[CH2:6][N:7]1[CH2:12][CH2:11][C:10]2[O:13][CH:14]=[C:15]([C:16]([OH:18])=O)[C:9]=2[C:8]1=[O:19])(=[O:3])[CH3:2].C(N(CC)CC)C.ClC(OCC)=O.[NH2:34][C:35]1[CH:36]=[CH:37][C:38]([N:44]2[CH2:49][CH2:48][N:47]([C:50](=[O:52])[CH3:51])[CH2:46][CH2:45]2)=[N:39][C:40]=1[O:41][CH2:42][CH3:43].